Dataset: Full USPTO retrosynthesis dataset with 1.9M reactions from patents (1976-2016). Task: Predict the reactants needed to synthesize the given product. (1) Given the product [F:1][C:2]1[C:8]([O:9][CH3:10])=[CH:7][C:5]([NH2:6])=[C:4]([NH2:11])[CH:3]=1, predict the reactants needed to synthesize it. The reactants are: [F:1][C:2]1[C:8]([O:9][CH3:10])=[CH:7][C:5]([NH2:6])=[C:4]([N+:11]([O-])=O)[CH:3]=1. (2) Given the product [ClH:24].[CH3:13][N:14]([CH3:25])[C:15]([C:17]1[C:18]([Cl:24])=[C:19]([O:9][CH:6]2[CH2:7][CH2:8][N:2]([CH3:1])[CH2:3][C:4]3[O:12][CH:11]=[CH:10][C:5]2=3)[CH:20]=[CH:21][CH:22]=1)=[O:16], predict the reactants needed to synthesize it. The reactants are: [CH3:1][N:2]1[CH2:8][CH2:7][CH:6]([OH:9])[C:5]2[CH:10]=[CH:11][O:12][C:4]=2[CH2:3]1.[CH3:13][N:14]([CH3:25])[C:15]([C:17]1[C:18]([Cl:24])=[C:19](F)[CH:20]=[CH:21][CH:22]=1)=[O:16].